From a dataset of Peptide-MHC class I binding affinity with 185,985 pairs from IEDB/IMGT. Regression. Given a peptide amino acid sequence and an MHC pseudo amino acid sequence, predict their binding affinity value. This is MHC class I binding data. (1) The peptide sequence is YSLAGSSPF. The MHC is HLA-C04:01 with pseudo-sequence HLA-C04:01. The binding affinity (normalized) is 0.213. (2) The peptide sequence is NLFDIPLLT. The MHC is HLA-A02:06 with pseudo-sequence HLA-A02:06. The binding affinity (normalized) is 0.322. (3) The peptide sequence is GLFWGGIWY. The MHC is HLA-A02:11 with pseudo-sequence HLA-A02:11. The binding affinity (normalized) is 0.378.